The task is: Predict the product of the given reaction.. This data is from Forward reaction prediction with 1.9M reactions from USPTO patents (1976-2016). (1) Given the reactants [CH3:1][C@@H:2]1[CH2:7][NH:6][CH2:5][CH2:4][NH:3]1.C(=O)([O-])[O-].[Cs+].[Cs+].C1(P(C2C=CC=CC=2)C2C=CC3C(=CC=CC=3)C=2C2C3C(=CC=CC=3)C=CC=2P(C2C=CC=CC=2)C2C=CC=CC=2)C=CC=CC=1.FC(F)(F)S(O[C:66]1[CH:75]=[CH:74][CH:73]=[C:72]2[C:67]=1[CH:68]=[CH:69][C:70]([CH3:76])=[N:71]2)(=O)=O, predict the reaction product. The product is: [CH3:76][C:70]1[CH:69]=[CH:68][C:67]2[C:72](=[CH:73][CH:74]=[CH:75][C:66]=2[N:6]2[CH2:5][CH2:4][NH:3][C@H:2]([CH3:1])[CH2:7]2)[N:71]=1. (2) Given the reactants F[C:2]1[CH:3]=[CH:4][C:5]2[C:6]3[N:7]([N:25]=[C:26]([NH2:28])[N:27]=3)[C:8]([CH2:12][C:13]3[CH:18]=[CH:17][C:16]([O:19][CH3:20])=[C:15]([O:21][CH3:22])[C:14]=3[O:23][CH3:24])=[N:9][C:10]=2[CH:11]=1.O1C2C=CC([CH2:38][C:39]3[N:48]4N=C(N)N=C4C4C=CC(F)=CC=4N=3)=CC=2OC1.[OH:54]CCN, predict the reaction product. The product is: [NH2:28][C:26]1[N:27]=[C:6]2[N:7]([C:8]([CH2:12][C:13]3[CH:18]=[CH:17][C:16]([O:19][CH3:20])=[C:15]([O:21][CH3:22])[C:14]=3[O:23][CH3:24])=[N:9][C:10]3[CH:11]=[C:2]([NH:48][CH:39]([OH:54])[CH3:38])[CH:3]=[CH:4][C:5]=32)[N:25]=1. (3) Given the reactants [CH3:1][N:2]1[C:6]2=[CH:7][N:8]=[CH:9][C:10]([C:11]3[CH:16]=[CH:15][C:14]([NH2:17])=[CH:13][CH:12]=3)=[C:5]2[CH:4]=[N:3]1.CN1CCCC1.C([O:27][C:28](=O)[NH:29][C:30]1[CH:35]=[C:34]([CH2:36][CH3:37])[CH:33]=[CH:32][N:31]=1)(C)=C, predict the reaction product. The product is: [CH2:36]([C:34]1[CH:33]=[CH:32][N:31]=[C:30]([NH:29][C:28]([NH:17][C:14]2[CH:15]=[CH:16][C:11]([C:10]3[CH:9]=[N:8][CH:7]=[C:6]4[N:2]([CH3:1])[N:3]=[CH:4][C:5]=34)=[CH:12][CH:13]=2)=[O:27])[CH:35]=1)[CH3:37]. (4) Given the reactants [CH2:1](C(O)=O)[C:2]([CH2:4]C(O)=O)=[O:3].C([O-])(=O)C.[Na+].[CH2:16]([O:18][C:19](=[O:27])[CH:20]([CH2:24][CH:25]=O)[CH2:21][CH:22]=O)[CH3:17].[CH2:28]([NH2:35])[C:29]1[CH:34]=[CH:33][CH:32]=[CH:31][CH:30]=1.C(=O)([O-])[O-].[K+].[K+], predict the reaction product. The product is: [CH2:16]([O:18][C:19]([CH:20]1[CH2:24][CH:25]2[N:35]([CH2:28][C:29]3[CH:34]=[CH:33][CH:32]=[CH:31][CH:30]=3)[CH:22]([CH2:1][C:2](=[O:3])[CH2:4]2)[CH2:21]1)=[O:27])[CH3:17]. (5) Given the reactants [CH3:1][C:2]1[CH:3]=[CH:4][CH:5]=[C:6]([NH2:11])[C:7]=1[C:8](O)=[O:9].C(O)(=O)C.[CH:16](N)=[NH:17], predict the reaction product. The product is: [CH3:1][C:2]1[CH:3]=[CH:4][CH:5]=[C:6]2[C:7]=1[C:8](=[O:9])[NH:17][CH:16]=[N:11]2. (6) The product is: [Cl:65][C:66]1[CH:72]=[CH:71][C:69]([NH:70][C:28]([CH:9]2[CH:8]([C:4]3[CH:5]=[CH:6][CH:7]=[C:2]([Cl:1])[C:3]=3[F:31])[C:12]([C:15]3[CH:20]=[CH:19][C:18]([Cl:21])=[CH:17][C:16]=3[F:22])([C:13]#[N:14])[CH:11]([CH2:23][C:24]([CH3:27])([CH3:26])[CH3:25])[NH:10]2)=[O:29])=[CH:68][CH:67]=1. Given the reactants [Cl:1][C:2]1[C:3]([F:31])=[C:4]([CH:8]2[C:12]([C:15]3[CH:20]=[CH:19][C:18]([Cl:21])=[CH:17][C:16]=3[F:22])([C:13]#[N:14])[CH:11]([CH2:23][C:24]([CH3:27])([CH3:26])[CH3:25])[NH:10][CH:9]2[C:28](O)=[O:29])[CH:5]=[CH:6][CH:7]=1.CN(C(ON1N=NC2C=CC=NC1=2)=[N+](C)C)C.F[P-](F)(F)(F)(F)F.CCN(C(C)C)C(C)C.[Cl:65][C:66]1[CH:72]=[CH:71][C:69]([NH2:70])=[CH:68][CH:67]=1, predict the reaction product. (7) Given the reactants [CH3:1][O:2][C:3]([C:5]1[CH:14]=[C:13]([OH:15])[C:12]2[C:7](=[C:8]([O:27][CH2:28]C3C=CC=CC=3)[CH:9]=[C:10]([C:16]#[C:17][CH2:18]OCC3C=CC=CC=3)[CH:11]=2)[N:6]=1)=[O:4].COC(C1C=C(O)C2C(=C(OC)C=C(C=CC)C=2)N=1)=O, predict the reaction product. The product is: [CH3:1][O:2][C:3]([C:5]1[CH:14]=[C:13]([OH:15])[C:12]2[C:7](=[C:8]([O:27][CH3:28])[CH:9]=[C:10]([CH2:16][CH2:17][CH3:18])[CH:11]=2)[N:6]=1)=[O:4].